Predict the reaction yield, written as a fraction of the theoretical maximum amount of product (1.0 means a 100% yield; for example, 0.34 means a 34% yield). From a dataset of Reaction yield outcomes from USPTO patents with 853,638 reactions. (1) The reactants are C([N:8](CC1C=CC=CC=1)[C@@H:9]1[CH2:14][CH2:13][CH2:12][C@:11]([CH3:16])([OH:15])[CH2:10]1)C1C=CC=CC=1.[H][H]. The catalyst is C(O)C.[OH-].[OH-].[Pd+2]. The product is [NH2:8][C@@H:9]1[CH2:14][CH2:13][CH2:12][C@@:11]([CH3:16])([OH:15])[CH2:10]1. The yield is 0.620. (2) The reactants are [Cl:1][C:2]1[CH:7]=[CH:6][CH:5]=[C:4]([Cl:8])[C:3]=1[C:9]1[C:13]([CH2:14][CH2:15][CH:16]=[O:17])=[C:12]([CH:18]([CH3:20])[CH3:19])[O:11][N:10]=1.[BH4-].[Na+].[Cl-].[NH4+]. The catalyst is CO. The product is [Cl:8][C:4]1[CH:5]=[CH:6][CH:7]=[C:2]([Cl:1])[C:3]=1[C:9]1[C:13]([CH2:14][CH2:15][CH2:16][OH:17])=[C:12]([CH:18]([CH3:20])[CH3:19])[O:11][N:10]=1. The yield is 0.920. (3) The reactants are [NH:1]1[CH2:6][CH2:5][CH2:4][CH2:3][CH:2]1[C:7]1[NH:8][C:9]2[C:14]([CH:15]=1)=[CH:13][C:12]([NH2:16])=[CH:11][CH:10]=2.[CH3:17][C:18]([O:21][C:22](O[C:22]([O:21][C:18]([CH3:20])([CH3:19])[CH3:17])=[O:23])=[O:23])([CH3:20])[CH3:19]. The catalyst is CCN(CC)CC.C1COCC1.O. The product is [NH2:16][C:12]1[CH:13]=[C:14]2[C:9](=[CH:10][CH:11]=1)[NH:8][C:7]([CH:2]1[CH2:3][CH2:4][CH2:5][CH2:6][N:1]1[C:22]([O:21][C:18]([CH3:20])([CH3:19])[CH3:17])=[O:23])=[CH:15]2. The yield is 0.0100. (4) The reactants are Br[C:2]1[CH:7]=[CH:6][CH:5]=[CH:4][C:3]=1[NH:8][C:9](=[O:19])[O:10][CH:11]1[CH:16]2[CH2:17][CH2:18][N:13]([CH2:14][CH2:15]2)[CH2:12]1.[CH3:20][O:21][C:22]1[CH:27]=[CH:26][CH:25]=[CH:24][C:23]=1B(O)O. No catalyst specified. The product is [CH3:20][O:21][C:22]1[CH:27]=[CH:26][CH:25]=[CH:24][C:23]=1[C:2]1[CH:7]=[CH:6][CH:5]=[CH:4][C:3]=1[NH:8][C:9](=[O:19])[O:10][CH:11]1[CH:16]2[CH2:17][CH2:18][N:13]([CH2:14][CH2:15]2)[CH2:12]1. The yield is 0.720. (5) The reactants are [NH:1]1[C:5]2=[N:6][C:7]([C:10]#[C:11][C:12]3[CH:13]=[C:14]([CH:17]=[C:18]([CH2:20][CH2:21][C:22]4[CH:27]=[C:26]([CH3:28])[CH:25]=[C:24]([N:29]5C(C)=CC=C5C)[N:23]=4)[CH:19]=3)[C:15]#[N:16])=[CH:8][CH:9]=[C:4]2[CH:3]=[CH:2]1.Cl.NO.O. The catalyst is CCO.[Pd]. The product is [NH:1]1[C:5]2=[N:6][C:7]([CH2:10][CH2:11][C:12]3[CH:13]=[C:14]([CH:17]=[C:18]([CH2:20][CH2:21][C:22]4[CH:27]=[C:26]([CH3:28])[CH:25]=[C:24]([NH2:29])[N:23]=4)[CH:19]=3)[C:15]#[N:16])=[CH:8][CH:9]=[C:4]2[CH:3]=[CH:2]1. The yield is 0.570. (6) The reactants are CO.[CH3:3][C:4]([S:37]([CH3:40])(=[O:39])=[O:38])([CH2:15][CH2:16][N:17]1[CH:22]=[CH:21][C:20]([C:23]2[CH:28]=[CH:27][C:26]([O:29][C:30]3[CH:35]=[CH:34][CH:33]=[CH:32][N:31]=3)=[CH:25][CH:24]=2)=[CH:19][C:18]1=[O:36])[C:5]([NH:7][O:8]C1CCCCO1)=[O:6]. The catalyst is Cl.O1CCOCC1. The product is [OH:8][NH:7][C:5](=[O:6])[C:4]([CH3:3])([S:37]([CH3:40])(=[O:39])=[O:38])[CH2:15][CH2:16][N:17]1[CH:22]=[CH:21][C:20]([C:23]2[CH:24]=[CH:25][C:26]([O:29][C:30]3[CH:35]=[CH:34][CH:33]=[CH:32][N:31]=3)=[CH:27][CH:28]=2)=[CH:19][C:18]1=[O:36]. The yield is 0.880. (7) The yield is 0.400. The catalyst is CN(C)C=O.O.C(OCC)(=O)C. The product is [CH3:44][O:45][C:46]1[CH:69]=[CH:68][C:49]([CH2:50][N:51]2[CH2:57][C:56]3[CH:58]=[C:59](/[CH:62]=[CH:63]/[C:64](=[O:65])[N:11]4[CH2:12][CH:9]([O:8][CH2:7][C:3]5[S:2][CH:6]=[CH:5][CH:4]=5)[CH2:10]4)[CH:60]=[N:61][C:55]=3[NH:54][C:53](=[O:67])[CH2:52]2)=[CH:48][CH:47]=1. The reactants are Cl.[S:2]1[CH:6]=[CH:5][CH:4]=[C:3]1[CH2:7][O:8][CH:9]1[CH2:12][NH:11][CH2:10]1.CCN=C=NCCCN(C)C.C1C=CC2N(O)N=NC=2C=1.C(N(C(C)C)CC)(C)C.Cl.[CH3:44][O:45][C:46]1[CH:69]=[CH:68][C:49]([CH2:50][N:51]2[CH2:57][C:56]3[CH:58]=[C:59](/[CH:62]=[CH:63]/[C:64](O)=[O:65])[CH:60]=[N:61][C:55]=3[NH:54][C:53](=[O:67])[CH2:52]2)=[CH:48][CH:47]=1.